From a dataset of Catalyst prediction with 721,799 reactions and 888 catalyst types from USPTO. Predict which catalyst facilitates the given reaction. (1) Reactant: [O:1]1[C:10]2[C:5](=[N:6][CH:7]=[C:8](B(O)O)[CH:9]=2)[CH:4]=[CH:3][CH2:2]1.[CH3:14][O:15][C:16]1[CH:17]=[CH:18][C:19]2[N:24]=[CH:23][C:22](=[O:25])[NH:21][C:20]=2[N:26]=1.C(N(CC)CC)C.B(O)O. Product: [CH3:14][O:15][C:16]1[CH:17]=[CH:18][C:19]2[N:24]=[CH:23][C:22](=[O:25])[N:21]([C:8]3[CH:9]=[C:10]4[O:1][CH2:2][CH:3]=[CH:4][C:5]4=[N:6][CH:7]=3)[C:20]=2[N:26]=1. The catalyst class is: 221. (2) Reactant: [Br:1][C:2]1[CH:3]=[C:4]2[C:9](=[CH:10][CH:11]=1)[N:8]=[CH:7][CH:6]=[C:5]2Cl.[NH:13]1[CH2:18][CH2:17][O:16][CH2:15][CH2:14]1. Product: [Br:1][C:2]1[CH:3]=[C:4]2[C:9](=[CH:10][CH:11]=1)[N:8]=[CH:7][CH:6]=[C:5]2[N:13]1[CH2:18][CH2:17][O:16][CH2:15][CH2:14]1. The catalyst class is: 6.